Task: Regression/Classification. Given a drug SMILES string, predict its absorption, distribution, metabolism, or excretion properties. Task type varies by dataset: regression for continuous measurements (e.g., permeability, clearance, half-life) or binary classification for categorical outcomes (e.g., BBB penetration, CYP inhibition). For this dataset (clearance_hepatocyte_az), we predict log10(clearance) (log10 of the in vitro intrinsic clearance, CLint, in uL/min per 10^6 hepatocytes; values are censored to the assay range of 3 to 150, which is 0.477 to 2.18 on this log10 scale).. Dataset: Hepatocyte clearance measurements from AstraZeneca The drug is Cc1ccc(CCNC(=O)c2ccc3sc(CO)nc3c2)cc1. The log10(clearance) is 2.18.